From a dataset of Reaction yield outcomes from USPTO patents with 853,638 reactions. Predict the reaction yield, written as a fraction of the theoretical maximum amount of product (1.0 means a 100% yield; for example, 0.34 means a 34% yield). (1) The reactants are [CH2:1]([C:5]1[NH:21][C:8]2=[C:9]([C:19]#[N:20])[C:10]([CH3:18])=[C:11]([CH2:14][CH2:15][CH2:16][CH3:17])[C:12](=O)[N:7]2[N:6]=1)[CH:2]([CH3:4])[CH3:3].P(Cl)(Cl)([Cl:24])=O. No catalyst specified. The product is [CH2:1]([C:5]1[N:21]=[C:8]2[C:9]([C:19]#[N:20])=[C:10]([CH3:18])[C:11]([CH2:14][CH2:15][CH2:16][CH3:17])=[C:12]([Cl:24])[N:7]2[N:6]=1)[CH:2]([CH3:4])[CH3:3]. The yield is 1.00. (2) The reactants are [C:1]([O:5][C:6]([NH:8][CH:9](P(OC)(OC)=O)[C:10]([O:12][CH3:13])=[O:11])=[O:7])([CH3:4])([CH3:3])[CH3:2].[OH:20][C:21]1[CH:22]=[C:23]([CH:26]=[CH:27][CH:28]=1)[CH:24]=O.C1CCN2C(=NCCC2)CC1. The catalyst is C(Cl)Cl.C(OCC)(=O)C. The product is [C:1]([O:5][C:6]([NH:8][C:9](=[CH:24][C:23]1[CH:26]=[CH:27][CH:28]=[C:21]([OH:20])[CH:22]=1)[C:10]([O:12][CH3:13])=[O:11])=[O:7])([CH3:2])([CH3:3])[CH3:4]. The yield is 0.960. (3) The reactants are [C:1]([O:5][C:6]([N:8]([CH3:32])[CH:9]1[CH2:14][CH2:13][CH:12]([O:15][C:16]2[C:27]3[C:26]4[C@@H:25]([CH2:28][C:29](O)=[O:30])[CH2:24][CH2:23][C:22]=4[S:21][C:20]=3[N:19]=[CH:18][N:17]=2)[CH2:11][CH2:10]1)=[O:7])([CH3:4])([CH3:3])[CH3:2].[F:33][C:34]1[CH:35]=[CH:36][C:37]([NH2:40])=[N:38][CH:39]=1.CN(C(ON1N=NC2C=CC=NC1=2)=[N+](C)C)C.F[P-](F)(F)(F)(F)F.CCN(C(C)C)C(C)C. The catalyst is CN(C=O)C. The product is [F:33][C:34]1[CH:35]=[CH:36][C:37]([NH:40][C:29]([CH2:28][C@H:25]2[CH2:24][CH2:23][C:22]3[S:21][C:20]4[N:19]=[CH:18][N:17]=[C:16]([O:15][CH:12]5[CH2:13][CH2:14][CH:9]([N:8]([CH3:32])[C:6](=[O:7])[O:5][C:1]([CH3:3])([CH3:2])[CH3:4])[CH2:10][CH2:11]5)[C:27]=4[C:26]2=3)=[O:30])=[N:38][CH:39]=1. The yield is 0.830. (4) The reactants are N[C:2]1[C:7]([CH3:8])=[CH:6][C:5]([Br:9])=[CH:4][N:3]=1.N([O-])=[O:11].[Na+]. The catalyst is OS(O)(=O)=O.O. The product is [Br:9][C:5]1[CH:6]=[C:7]([CH3:8])[C:2]([OH:11])=[N:3][CH:4]=1. The yield is 0.840. (5) The reactants are [CH2:1]([O:3][C:4]1[CH:5]=[C:6]([C@H:12]([N:18]2[C:26](=[O:27])[C:25]3[C:20](=[CH:21][CH:22]=[CH:23][C:24]=3[NH:28][C:29]([CH:31]3[CH2:33][CH2:32]3)=[O:30])[CH2:19]2)[CH2:13][C:14](=[O:17])[NH:15][OH:16])[CH:7]=[CH:8][C:9]=1[O:10][CH3:11])[CH3:2].[CH3:34][C:35]([CH3:40])([CH3:39])[C:36](Cl)=[O:37]. The catalyst is C(#N)C. The product is [CH3:34][C:35]([CH3:40])([CH3:39])[C:36]([O:16][NH:15][C:14]([CH2:13][C@@H:12]([N:18]1[C:26](=[O:27])[C:25]2[C:20](=[CH:21][CH:22]=[CH:23][C:24]=2[NH:28][C:29]([CH:31]2[CH2:33][CH2:32]2)=[O:30])[CH2:19]1)[C:6]1[CH:7]=[CH:8][C:9]([O:10][CH3:11])=[C:4]([O:3][CH2:1][CH3:2])[CH:5]=1)=[O:17])=[O:37]. The yield is 0.420.